Dataset: Forward reaction prediction with 1.9M reactions from USPTO patents (1976-2016). Task: Predict the product of the given reaction. (1) Given the reactants S(=O)(=O)(O)O.S(OOS([O-])(=O)=O)([O-])(=O)=O.[NH4+].[NH4+].[I:18][C:19]1[CH:24]=[CH:23][C:22]([CH3:25])=[CH:21][CH:20]=1.[Cl-:26].[Na+], predict the reaction product. The product is: [Cl-:26].[C:22]1([CH3:25])[CH:23]=[CH:24][C:19]([I+:18][C:19]2[CH:24]=[CH:23][C:22]([CH3:25])=[CH:21][CH:20]=2)=[CH:20][CH:21]=1. (2) Given the reactants C(Cl)(=O)C(Cl)=O.CS(C)=O.[Cl:11][C:12]1[CH:13]=[N:14][C:15]([CH:18]([OH:31])[CH:19]2[CH2:24][CH2:23][C@@H:22]([C:25]([O:27][CH2:28][CH3:29])=[O:26])[C@@H:21]([CH3:30])[CH2:20]2)=[N:16][CH:17]=1.C(N(CC)CC)C, predict the reaction product. The product is: [Cl:11][C:12]1[CH:17]=[N:16][C:15]([C:18]([CH:19]2[CH2:24][CH2:23][C@@H:22]([C:25]([O:27][CH2:28][CH3:29])=[O:26])[C@@H:21]([CH3:30])[CH2:20]2)=[O:31])=[N:14][CH:13]=1. (3) Given the reactants [Br:1][C:2]1[CH:7]=[CH:6][C:5]([NH:8][C:9]2[N:14]3[CH:15]=[N:16][CH:17]=[C:13]3[CH:12]=[N:11][C:10]=2[C:18]([NH:20][O:21][CH2:22][CH2:23][O:24]C=C)=[O:19])=[C:4]([F:27])[CH:3]=1.Cl.O1CCOCC1.C(=O)([O-])[O-].[Na+].[Na+], predict the reaction product. The product is: [Br:1][C:2]1[CH:7]=[CH:6][C:5]([NH:8][C:9]2[N:14]3[CH:15]=[N:16][CH:17]=[C:13]3[CH:12]=[N:11][C:10]=2[C:18]([NH:20][O:21][CH2:22][CH2:23][OH:24])=[O:19])=[C:4]([F:27])[CH:3]=1. (4) Given the reactants [CH2:1]([N:8]1[CH2:12][CH:11]([CH2:13]O)[CH:10]([CH2:15][OH:16])[CH2:9]1)[C:2]1[CH:7]=[CH:6][CH:5]=[CH:4][CH:3]=1.CCN(CC)CC.S(Cl)(C1C=CC(C)=CC=1)(=O)=O, predict the reaction product. The product is: [CH2:1]([N:8]1[CH2:9][CH:10]2[CH2:15][O:16][CH2:13][CH:11]2[CH2:12]1)[C:2]1[CH:3]=[CH:4][CH:5]=[CH:6][CH:7]=1. (5) Given the reactants [Cl:1][C:2]1[CH:7]=[C:6]([N+:8]([O-])=O)[CH:5]=[CH:4][C:3]=1[C:11]1[N:15]([CH3:16])[N:14]=[N:13][N:12]=1.[Cl-].[NH4+].CO, predict the reaction product. The product is: [Cl:1][C:2]1[CH:7]=[C:6]([NH2:8])[CH:5]=[CH:4][C:3]=1[C:11]1[N:15]([CH3:16])[N:14]=[N:13][N:12]=1. (6) Given the reactants [CH3:1][O:2][C:3]1[CH:4]=[C:5]2[C:10](=[CH:11][C:12]=1[O:13][CH3:14])[N:9]=[CH:8][CH:7]=[C:6]2[O:15][C:16]1[CH:22]=[CH:21][C:19]([NH2:20])=[C:18]([F:23])[CH:17]=1.ClC(Cl)(O[C:28](=[O:34])OC(Cl)(Cl)Cl)Cl.[NH2:36][N:37]1[CH2:43][CH2:42][CH2:41][CH2:40][CH2:39][CH2:38]1.C(=O)(O)[O-].[Na+], predict the reaction product. The product is: [CH3:1][O:2][C:3]1[CH:4]=[C:5]2[C:10](=[CH:11][C:12]=1[O:13][CH3:14])[N:9]=[CH:8][CH:7]=[C:6]2[O:15][C:16]1[CH:22]=[CH:21][C:19]([NH:20][C:28]([NH:36][N:37]2[CH2:43][CH2:42][CH2:41][CH2:40][CH2:39][CH2:38]2)=[O:34])=[C:18]([F:23])[CH:17]=1. (7) Given the reactants FC(F)(F)C(O)=O.C(OC(=O)[NH:14][CH2:15][C:16]1[CH:21]=[CH:20][C:19]([Cl:22])=[CH:18][C:17]=1[CH2:23][NH:24][C:25]([C@@H:27]1[CH2:31][CH2:30][CH2:29][N:28]1[C:32]([C:34]1([OH:44])[CH2:43][CH2:42][CH2:41][C:40]2[N:39]=[CH:38][CH:37]=[CH:36][C:35]1=2)=[O:33])=[O:26])(C)(C)C, predict the reaction product. The product is: [NH2:14][CH2:15][C:16]1[CH:21]=[CH:20][C:19]([Cl:22])=[CH:18][C:17]=1[CH2:23][NH:24][C:25]([C@@H:27]1[CH2:31][CH2:30][CH2:29][N:28]1[C:32]([C:34]1([OH:44])[CH2:43][CH2:42][CH2:41][C:40]2[N:39]=[CH:38][CH:37]=[CH:36][C:35]1=2)=[O:33])=[O:26].